This data is from Forward reaction prediction with 1.9M reactions from USPTO patents (1976-2016). The task is: Predict the product of the given reaction. (1) Given the reactants Cl.Cl.[NH2:3][CH:4]1[CH2:9]CN(CC2(F)C3=C(F)C=NC4C=CC(=O)N(C=43)C2)C[CH2:5]1.[O:26]1[C:35]2[CH:34]=[C:33]([CH2:36][NH:37][CH:38]3[CH2:43][CH2:42][N:41]([CH2:44][C:45]4([F:59])[C:49]5=[C:50]([F:58])[CH:51]=[N:52][C:53]6[CH:54]=[CH:55][C:56](=[O:57])[N:47]([C:48]=65)[CH2:46]4)[CH2:40][CH2:39]3)[N:32]=[CH:31][C:30]=2[O:29][CH2:28][CH2:27]1.[NH2:60][CH:61]1[CH2:66][CH2:65][N:64]([CH2:67][C:68]2([F:82])[C:72]3=[C:73]([F:81])[CH:74]=[N:75][C:76]4[CH:77]=[CH:78][C:79](=[O:80])[N:70]([C:71]=43)[CH2:69]2)[CH2:63][CH2:62]1, predict the reaction product. The product is: [CH:4]([NH2:3])([CH3:9])[CH3:5].[O:26]1[C:35]2[CH:34]=[C:33]([CH2:36][NH:37][CH:38]3[CH2:43][CH2:42][N:41]([CH2:44][C:45]4([F:59])[C:49]5=[C:50]([F:58])[CH:51]=[N:52][C:53]6[CH:54]=[CH:55][C:56](=[O:57])[N:47]([C:48]=65)[CH2:46]4)[CH2:40][CH2:39]3)[N:32]=[CH:31][C:30]=2[O:29][CH2:28][CH2:27]1.[NH2:60][CH:61]1[CH2:62][CH2:63][N:64]([CH2:67][C:68]2([F:82])[C:72]3=[C:73]([F:81])[CH:74]=[N:75][C:76]4[CH:77]=[CH:78][C:79](=[O:80])[N:70]([C:71]=43)[CH2:69]2)[CH2:65][CH2:66]1. (2) Given the reactants [CH3:1][C:2]1[N:3]=[CH:4][C:5]([NH:8][C:9](=[O:11])[NH2:10])=[N:6][CH:7]=1.C1(P(N=[N+]=[N-])(C2C=CC=CC=2)=O)C=CC=CC=1.[CH3:29][N:30]([CH2:32][C:33]1[CH:38]=[CH:37][C:36](N)=[C:35]([O:40][CH3:41])[CH:34]=1)[CH3:31], predict the reaction product. The product is: [CH3:31][N:30]([CH2:32][C:33]1[CH:38]=[CH:37][C:36]([NH:10][C:9]([NH:8][C:5]2[CH:4]=[N:3][C:2]([CH3:1])=[CH:7][N:6]=2)=[O:11])=[C:35]([O:40][CH3:41])[CH:34]=1)[CH3:29]. (3) Given the reactants [CH3:1][N:2]([CH:14]1[CH2:19][CH2:18][C:17](=O)[CH2:16][CH2:15]1)[C:3]([C:5]1[CH:13]=[CH:12][C:8]2=[N:9][O:10][N:11]=[C:7]2[CH:6]=1)=[O:4].Cl.[O:22]([NH2:24])[CH3:23].C(N(CC)CC)C, predict the reaction product. The product is: [CH3:23][O:22][N:24]=[C:17]1[CH2:18][CH2:19][CH:14]([N:2]([CH3:1])[C:3]([C:5]2[CH:13]=[CH:12][C:8]3=[N:9][O:10][N:11]=[C:7]3[CH:6]=2)=[O:4])[CH2:15][CH2:16]1. (4) The product is: [NH2:19][CH2:18][CH2:17][C:13]1[CH:12]=[C:11]([NH:10][C:8]([NH:7][CH2:6][C:5]2[CH:4]=[CH:3][C:2]([F:1])=[CH:28][CH:27]=2)=[O:9])[CH:16]=[CH:15][CH:14]=1. Given the reactants [F:1][C:2]1[CH:28]=[CH:27][C:5]([CH2:6][NH:7][C:8]([NH:10][C:11]2[CH:12]=[C:13]([CH2:17][CH2:18][NH:19]C(=O)OC(C)(C)C)[CH:14]=[CH:15][CH:16]=2)=[O:9])=[CH:4][CH:3]=1.Cl, predict the reaction product. (5) Given the reactants Cl[C:2]1[N:11]=[C:10]([NH:12][CH2:13][CH:14]([C:21]2[CH:26]=[CH:25][N:24]=[CH:23][CH:22]=2)[C:15]2[CH:20]=[CH:19][N:18]=[CH:17][CH:16]=2)[C:9]2[C:4](=[CH:5][CH:6]=[CH:7][CH:8]=2)[N:3]=1.[CH3:27][C:28]1[C:33](B(O)O)=[CH:32][N:31]2[CH:37]=[CH:38][N:39]=[C:30]2[CH:29]=1.C(NC1C2C(=CC=CC=2)N=C(C2SC3C=CC=CC=3C=2)N=1)(C1C=CC=CC=1)C1C=CC=CC=1, predict the reaction product. The product is: [N:18]1[CH:19]=[CH:20][C:15]([CH:14]([C:21]2[CH:26]=[CH:25][N:24]=[CH:23][CH:22]=2)[CH2:13][NH:12][C:10]2[C:9]3[C:4](=[CH:5][CH:6]=[CH:7][CH:8]=3)[N:3]=[C:2]([C:33]3[C:28]([CH3:27])=[CH:29][C:30]4[N:31]([CH:37]=[CH:38][N:39]=4)[CH:32]=3)[N:11]=2)=[CH:16][CH:17]=1. (6) Given the reactants [C:1]([C:3]1[CH:4]=[C:5]([CH:9]=[CH:10][CH:11]=1)[C:6]([OH:8])=[O:7])#[N:2].[CH3:12][Si](C=[N+]=[N-])(C)C, predict the reaction product. The product is: [C:1]([C:3]1[CH:4]=[C:5]([CH:9]=[CH:10][CH:11]=1)[C:6]([O:8][CH3:12])=[O:7])#[N:2]. (7) Given the reactants [F:1][C:2]1[CH:3]=[C:4]2[C:8](=[CH:9][C:10]=1[F:11])[NH:7][C:6](=O)[CH2:5]2.B.CO.Cl, predict the reaction product. The product is: [F:1][C:2]1[CH:3]=[C:4]2[C:8](=[CH:9][C:10]=1[F:11])[NH:7][CH2:6][CH2:5]2.